From a dataset of Forward reaction prediction with 1.9M reactions from USPTO patents (1976-2016). Predict the product of the given reaction. Given the reactants [NH2:1][C:2]1[CH:9]=[C:8](F)[C:5]([C:6]#[N:7])=[CH:4][N:3]=1.[CH3:11][N:12]1[CH2:16][CH2:15][C@@H:14]([OH:17])[CH2:13]1, predict the reaction product. The product is: [NH2:1][C:2]1[CH:9]=[C:8]([O:17][C@@H:14]2[CH2:15][CH2:16][N:12]([CH3:11])[CH2:13]2)[C:5]([C:6]#[N:7])=[CH:4][N:3]=1.